This data is from Forward reaction prediction with 1.9M reactions from USPTO patents (1976-2016). The task is: Predict the product of the given reaction. (1) Given the reactants CO[C:3](=[O:23])[C:4]1[CH:9]=[CH:8][C:7]([O:10][CH2:11][C:12]2[C:13]([CH:18]3[CH2:22][CH2:21][CH2:20][CH2:19]3)=[N:14][O:15][C:16]=2[CH3:17])=[N:6][CH:5]=1.COC(=O)C1C=CC(OC[C:35]2[C:36]([CH2:41]CCC)=[N:37]OC=2C)=NC=1, predict the reaction product. The product is: [CH:18]1([C:13]2[C:12]([CH2:11][O:10][C:7]3[CH:8]=[CH:9][C:4]([C:3]([NH:37][CH:36]([CH3:41])[CH3:35])=[O:23])=[CH:5][N:6]=3)=[C:16]([CH3:17])[O:15][N:14]=2)[CH2:19][CH2:20][CH2:21][CH2:22]1. (2) Given the reactants Br[C:2]1[CH:7]=[CH:6][C:5]([N+:8]([O-:10])=[O:9])=[CH:4][C:3]=1[O:11][CH3:12].[CH2:13]([N:20]1[CH:24]=[C:23](B2OC(C)(C)C(C)(C)O2)[CH:22]=[N:21]1)[C:14]1[CH:19]=[CH:18][CH:17]=[CH:16][CH:15]=1.C(=O)([O-])[O-].[Na+].[Na+].C([O-])(O)=O.[Na+], predict the reaction product. The product is: [CH2:13]([N:20]1[CH:24]=[C:23]([C:2]2[CH:7]=[CH:6][C:5]([N+:8]([O-:10])=[O:9])=[CH:4][C:3]=2[O:11][CH3:12])[CH:22]=[N:21]1)[C:14]1[CH:19]=[CH:18][CH:17]=[CH:16][CH:15]=1. (3) Given the reactants CC1C=C[C:5]([NH:21][C:22]([C:24]2[CH:25]=[CH:26][C:27](CN3CCN(C)CC3)=[CH:28][CH:29]=2)=O)=[CH:6][C:7]=1[NH:8][C:9]1[N:10]=CC=C(C2C=CC=NC=2)N=1.C(O)[C:39](N)([CH2:42][OH:43])[CH2:40][OH:41].Cl.C(N(CC(O)=O)CC(O)=O)C[N:49](CC(O)=O)CC(O)=O.[Cl-].[Na+].[O-]P(OP([O-])([O-])=O)(=O)[O-].[Na+].[Na+].[Na+].[Na+].[F-].[Na+].CCC(C[O:90][C:91]([C:104]([N:106]([CH2:108]C[NH+](C)C)C)=[O:105])(C1C=CC=CC=1)C1C=CC=CC=1)CC.[Cl-].C1(CS(F)(=O)=O)C=CC=CC=1.C[C@H](NC(C[C@H](O)[C@@H](NC([C@@H](NC([C@@H](NC(CC(C)C)=O)C(C)C)=O)C(C)C)=O)CC(C)C)=O)C(N[C@H]([C@@H](O)CC(O)=O)CC(C)C)=O.CC(C[C@H](NC(C)=O)C(N[C@H](C(N[C@H](C(O)=O)CCCN=C(N)N)=O)CC(C)C)=O)C, predict the reaction product. The product is: [CH2:22]([NH:21][C:5]1[C:6]2[N:49]=[CH:108][N:106]([C:7]=2[N:8]=[CH:9][N:10]=1)[C@@H:104]1[O:105][C@H:39]([CH2:40][OH:41])[C@@H:42]([OH:43])[C@H:91]1[OH:90])[C:24]1[CH:29]=[CH:28][CH:27]=[CH:26][CH:25]=1. (4) Given the reactants [Cl:1][C:2]1[CH:10]=[CH:9][C:5]([C:6]([OH:8])=O)=[CH:4][CH:3]=1.CCN(C(C)C)C(C)C.CN(C(ON1N=NC2C=CC=CC1=2)=[N+](C)C)C.[B-](F)(F)(F)F.[CH3:42][NH:43][C@H:44]([CH2:51][CH2:52][CH3:53])[CH2:45][N:46]1[CH2:49][CH:48]([OH:50])[CH2:47]1.[OH-].[K+], predict the reaction product. The product is: [Cl:1][C:2]1[CH:3]=[CH:4][C:5]([C:6]([N:43]([C@H:44]([CH2:51][CH2:52][CH3:53])[CH2:45][N:46]2[CH2:47][CH:48]([OH:50])[CH2:49]2)[CH3:42])=[O:8])=[CH:9][CH:10]=1. (5) Given the reactants [N:1]([C:4]1[CH:14]=[CH:13][C:7]([C:8]([NH:10][CH2:11][CH3:12])=[O:9])=[CH:6][C:5]=1[OH:15])=[N+:2]=[N-:3].[C:16]([O:20][CH2:21][CH3:22])(=[O:19])[C:17]#[CH:18], predict the reaction product. The product is: [CH2:11]([NH:10][C:8]([C:7]1[CH:13]=[CH:14][C:4]([N:1]2[CH:18]=[C:17]([C:16]([O:20][CH2:21][CH3:22])=[O:19])[N:3]=[N:2]2)=[C:5]([OH:15])[CH:6]=1)=[O:9])[CH3:12]. (6) Given the reactants [CH3:1][O:2][C:3]1[CH:4]=[N:5][C:6]2[C:11]([CH:12]=1)=[C:10]([CH:13]1[CH2:15][O:14]1)[CH:9]=[CH:8][CH:7]=2.[O:16]1[C:21]2[CH:22]=[CH:23][C:24]([CH2:26][NH:27][C:28]3([CH2:34][CH2:35][OH:36])[CH2:33][CH2:32][NH:31][CH2:30][CH2:29]3)=[CH:25][C:20]=2[O:19][CH2:18][CH2:17]1, predict the reaction product. The product is: [O:16]1[C:21]2[CH:22]=[CH:23][C:24]([CH2:26][NH:27][C:28]3([CH2:34][CH2:35][OH:36])[CH2:33][CH2:32][N:31]([CH2:15][CH:13]([C:10]4[CH:9]=[CH:8][CH:7]=[C:6]5[C:11]=4[CH:12]=[C:3]([O:2][CH3:1])[CH:4]=[N:5]5)[OH:14])[CH2:30][CH2:29]3)=[CH:25][C:20]=2[O:19][CH2:18][CH2:17]1. (7) Given the reactants CO[C:3]([C:5]1[C:10]([C:11]([O:13]C)=O)=[N:9][C:8]([CH3:15])=[CH:7][N:6]=1)=[O:4].[Cl:16][C:17]1[CH:18]=[C:19]([CH:28]=[CH:29][C:30]=1[Cl:31])[CH2:20][N:21]1[C:25](=[O:26])[CH2:24][CH2:23][C:22]1=[O:27].[H-].[Na+], predict the reaction product. The product is: [Cl:16][C:17]1[CH:18]=[C:19]([CH:28]=[CH:29][C:30]=1[Cl:31])[CH2:20][N:21]1[C:22](=[O:27])[C:23]2[C:24](=[C:11]([OH:13])[C:10]3[N:9]=[C:8]([CH3:15])[CH:7]=[N:6][C:5]=3[C:3]=2[OH:4])[C:25]1=[O:26].